From a dataset of Peptide-MHC class II binding affinity with 134,281 pairs from IEDB. Regression. Given a peptide amino acid sequence and an MHC pseudo amino acid sequence, predict their binding affinity value. This is MHC class II binding data. The peptide sequence is GNTAVAKCNLNHDSE. The MHC is DRB1_0101 with pseudo-sequence DRB1_0101. The binding affinity (normalized) is 0.167.